Dataset: Catalyst prediction with 721,799 reactions and 888 catalyst types from USPTO. Task: Predict which catalyst facilitates the given reaction. (1) Reactant: C[O:2][C:3](=[O:31])[C:4]1[CH:9]=[CH:8][C:7]([NH:10][C:11](=[O:30])[CH2:12][O:13][C:14]2[CH:19]=[CH:18][C:17]([C:20]34[CH2:29][CH:24]5[CH2:25][CH:26]([CH2:28][CH:22]([CH2:23]5)[CH2:21]3)[CH2:27]4)=[CH:16][CH:15]=2)=[CH:6][CH:5]=1.Cl. Product: [C:20]12([C:17]3[CH:18]=[CH:19][C:14]([O:13][CH2:12][C:11]([NH:10][C:7]4[CH:6]=[CH:5][C:4]([C:3]([OH:31])=[O:2])=[CH:9][CH:8]=4)=[O:30])=[CH:15][CH:16]=3)[CH2:27][CH:26]3[CH2:28][CH:22]([CH2:23][CH:24]([CH2:25]3)[CH2:29]1)[CH2:21]2. The catalyst class is: 38. (2) Reactant: O.[OH-].[Li+].C[O:5][C:6](=[O:39])[C:7]1[CH:12]=[CH:11][C:10]([N:13]2[C:17]([S:18][CH2:19][CH2:20][CH3:21])=[C:16]([C:22](=[O:38])[NH:23][CH:24]3[CH:31]4[CH2:32][CH:27]5[CH2:28][C:29]([S:34]([CH3:37])(=[O:36])=[O:35])([CH2:33][CH:25]3[CH2:26]5)[CH2:30]4)[CH:15]=[N:14]2)=[CH:9][CH:8]=1.O. Product: [CH3:37][S:34]([C:29]12[CH2:33][CH:25]3[CH2:26][CH:27]([CH2:32][CH:31]([CH:24]3[NH:23][C:22]([C:16]3[CH:15]=[N:14][N:13]([C:10]4[CH:9]=[CH:8][C:7]([C:6]([OH:39])=[O:5])=[CH:12][CH:11]=4)[C:17]=3[S:18][CH2:19][CH2:20][CH3:21])=[O:38])[CH2:30]1)[CH2:28]2)(=[O:35])=[O:36]. The catalyst class is: 5. (3) Reactant: [Al+3].[Cl-].[Cl-].[Cl-].[CH3:5][O:6][C:7](=[O:11])[C:8](Cl)=[O:9].[C:12]1([OH:22])[C:21]2[C:16](=[CH:17][CH:18]=[CH:19][CH:20]=2)[CH:15]=[CH:14][CH:13]=1.O. Product: [CH3:5][O:6][C:7](=[O:11])[C:8]([C:15]1[C:16]2[C:21](=[CH:20][CH:19]=[CH:18][CH:17]=2)[C:12]([OH:22])=[CH:13][CH:14]=1)=[O:9]. The catalyst class is: 2. (4) The catalyst class is: 29. Product: [F:25][C:2]([F:1])([F:24])[CH2:3][CH2:4][O:5][C:6]([N:8]1[CH2:9][CH2:10][NH:11][CH2:12][CH2:13]1)=[O:7]. Reactant: [F:1][C:2]([F:25])([F:24])[CH2:3][CH2:4][O:5][C:6]([N:8]1[CH2:13][CH2:12][N:11](C(OCC2C=CC=CC=2)=O)[CH2:10][CH2:9]1)=[O:7]. (5) Product: [Cl:1][C:2]1[CH:3]=[CH:4][C:5]([C:6]([NH:8][C:9]2[N:13]([CH2:14][CH:15]3[CH2:19][CH2:18][CH2:17][NH:16]3)[C:12]3[CH:27]=[CH:28][CH:29]=[CH:30][C:11]=3[N:10]=2)=[O:7])=[CH:31][CH:32]=1. The catalyst class is: 2. Reactant: [Cl:1][C:2]1[CH:32]=[CH:31][C:5]([C:6]([NH:8][C:9]2[N:13]([CH2:14][CH:15]3[CH2:19][CH2:18][CH2:17][N:16]3C(OC(C)(C)C)=O)[C:12]3[CH:27]=[CH:28][CH:29]=[CH:30][C:11]=3[N:10]=2)=[O:7])=[CH:4][CH:3]=1.C(O)(C(F)(F)F)=O.C([O-])(O)=O.[Na+].